Dataset: Full USPTO retrosynthesis dataset with 1.9M reactions from patents (1976-2016). Task: Predict the reactants needed to synthesize the given product. (1) The reactants are: [CH3:1][N:2]1[CH:6]=[C:5]([NH:7][C:8]([C:10]2[CH:11]=[CH:12][C:13]3[CH:14]=[C:15]4[C:21](=[O:22])[NH:20][CH2:19][CH2:18][CH2:17][N:16]4[C:23]=3[N:24]=2)=[O:9])[N:4]=[C:3]1[C:25]([O:27]CC)=[O:26].[OH-].[Na+]. Given the product [CH3:1][N:2]1[CH:6]=[C:5]([NH:7][C:8]([C:10]2[CH:11]=[CH:12][C:13]3[CH:14]=[C:15]4[C:21](=[O:22])[NH:20][CH2:19][CH2:18][CH2:17][N:16]4[C:23]=3[N:24]=2)=[O:9])[N:4]=[C:3]1[C:25]([OH:27])=[O:26], predict the reactants needed to synthesize it. (2) Given the product [N:15]1([C:20]2[CH:48]=[CH:47][C:23]([CH2:24][C:25]3[C:26]([O:45][CH3:46])=[N:27][C:28]4[C:33]([C:34]=3[Cl:35])=[CH:32][C:31]([C:36]([C:38]3[CH:43]=[CH:42][C:41]([Cl:44])=[CH:40][CH:39]=3)([C:9]3[N:13]([CH3:14])[CH:12]=[N:11][CH:10]=3)[OH:37])=[CH:30][CH:29]=4)=[CH:22][CH:21]=2)[CH:19]=[N:18][CH:17]=[N:16]1, predict the reactants needed to synthesize it. The reactants are: [Cl-].[Li+].C([Mg]Cl)(C)C.Br[C:9]1[N:13]([CH3:14])[CH:12]=[N:11][CH:10]=1.[N:15]1([C:20]2[CH:48]=[CH:47][C:23]([CH2:24][C:25]3[C:26]([O:45][CH3:46])=[N:27][C:28]4[C:33]([C:34]=3[Cl:35])=[CH:32][C:31]([C:36]([C:38]3[CH:43]=[CH:42][C:41]([Cl:44])=[CH:40][CH:39]=3)=[O:37])=[CH:30][CH:29]=4)=[CH:22][CH:21]=2)[CH:19]=[N:18][CH:17]=[N:16]1.[Cl-].[NH4+]. (3) Given the product [C:8]([C:6]1[CH:7]=[C:2]([F:1])[C:3]([N:19]2[C:24](=[O:25])[CH:23]=[C:22]([C:26]([F:28])([F:29])[F:27])[N:21]([CH3:30])[C:20]2=[O:31])=[CH:4][C:5]=1[O:10][C:11]1[CH:12]=[C:13]([OH:17])[CH:14]=[CH:15][CH:16]=1)#[N:9], predict the reactants needed to synthesize it. The reactants are: [F:1][C:2]1[C:3]([N:19]2[C:24](=[O:25])[CH:23]=[C:22]([C:26]([F:29])([F:28])[F:27])[N:21]([CH3:30])[C:20]2=[O:31])=[CH:4][C:5]([O:10][C:11]2[CH:16]=[CH:15][CH:14]=[C:13]([O:17]C)[CH:12]=2)=[C:6]([C:8]#[N:9])[CH:7]=1.CO. (4) Given the product [NH2:12][C:11]1[C:2]([Cl:1])=[N:3][C:4]2[C:9]([C:10]=1[NH:15][CH2:16][CH2:17][O:18][CH2:19][CH2:20][O:21][CH2:22][CH2:23][O:24][CH2:25][CH2:26][P:27](=[O:34])([O:28][CH2:29][CH3:30])[O:31][CH2:32][CH3:33])=[CH:8][CH:7]=[CH:6][CH:5]=2, predict the reactants needed to synthesize it. The reactants are: [Cl:1][C:2]1[C:11]([N+:12]([O-])=O)=[C:10]([NH:15][CH2:16][CH2:17][O:18][CH2:19][CH2:20][O:21][CH2:22][CH2:23][O:24][CH2:25][CH2:26][P:27](=[O:34])([O:31][CH2:32][CH3:33])[O:28][CH2:29][CH3:30])[C:9]2[C:4](=[CH:5][CH:6]=[CH:7][CH:8]=2)[N:3]=1.[O-]S([O-])(=O)=O.[Mg+2]. (5) Given the product [C:12]([O:15][C:16]([N:1]1[CH2:8][CH2:7][CH2:6][CH:2]1[C:3]([OH:5])=[O:4])=[O:17])([CH3:14])([CH3:13])[CH3:11], predict the reactants needed to synthesize it. The reactants are: [NH:1]1[CH2:8][CH2:7][CH2:6][CH:2]1[C:3]([OH:5])=[O:4].[OH-].[Na+].[CH3:11][C:12]([O:15][C:16](O[C:16]([O:15][C:12]([CH3:14])([CH3:13])[CH3:11])=[O:17])=[O:17])([CH3:14])[CH3:13].C(O)(=O)CC(CC(O)=O)(C(O)=O)O.